Task: Predict the reaction yield, written as a fraction of the theoretical maximum amount of product (1.0 means a 100% yield; for example, 0.34 means a 34% yield).. Dataset: Reaction yield outcomes from USPTO patents with 853,638 reactions (1) The reactants are C(N(CC)CC)C.[NH2:8][C:9]1[CH:14]=[C:13]([O:15][Si:16]([CH:23]([CH3:25])[CH3:24])([CH:20]([CH3:22])[CH3:21])[CH:17]([CH3:19])[CH3:18])[C:12]([O:26][CH3:27])=[CH:11][C:10]=1[C:28]([N:30]1[CH:34]=[C:33](/[CH:35]=[CH:36]/[CH3:37])[CH2:32][C@H:31]1[CH2:38][O:39][Si:40]([C:43]([CH3:46])([CH3:45])[CH3:44])([CH3:42])[CH3:41])=[O:29].ClC(Cl)(O[C:51](=[O:57])[O:52][C:53](Cl)(Cl)Cl)Cl.[N-]=C=O.OC[C:64]1[CH:69]=[CH:68][C:67]([NH:70][C:71](=[O:88])[C@@H:72]([NH:74][C:75](=[O:87])[C@@H:76]([NH:80][C:81](=[O:86])[O:82][CH2:83][CH:84]=[CH2:85])[CH:77]([CH3:79])[CH3:78])[CH3:73])=[CH:66][CH:65]=1. The catalyst is C1COCC1. The product is [CH2:83]([O:82][C:81](=[O:86])[NH:80][C@@H:76]([CH:77]([CH3:79])[CH3:78])[C:75]([NH:74][C@@H:72]([CH3:73])[C:71]([NH:70][C:67]1[CH:68]=[CH:69][C:64]([CH2:53][O:52][C:51](=[O:57])[NH:8][C:9]2[CH:14]=[C:13]([O:15][Si:16]([CH:20]([CH3:22])[CH3:21])([CH:23]([CH3:24])[CH3:25])[CH:17]([CH3:19])[CH3:18])[C:12]([O:26][CH3:27])=[CH:11][C:10]=2[C:28]([N:30]2[CH:34]=[C:33](/[CH:35]=[CH:36]/[CH3:37])[CH2:32][C@H:31]2[CH2:38][O:39][Si:40]([C:43]([CH3:46])([CH3:45])[CH3:44])([CH3:41])[CH3:42])=[O:29])=[CH:65][CH:66]=1)=[O:88])=[O:87])[CH:84]=[CH2:85]. The yield is 0.710. (2) The reactants are CC(OC(/N=N/C(OC(C)C)=O)=O)C.[Cl:15][C:16]1[CH:17]=[C:18]([CH:32]=[C:33]([O:36][CH:37]2[CH2:42][CH2:41][CH2:40][CH2:39][CH2:38]2)[C:34]=1[OH:35])[C:19]([NH:21][C:22]1[CH:31]=[CH:30][C:25]([C:26]([O:28][CH3:29])=[O:27])=[CH:24][CH:23]=1)=[O:20].[CH:43]1(O)[CH2:48][CH2:47][CH2:46][CH2:45][CH2:44]1.C1(P(C2C=CC=CC=2)C2C=CC=CC=2)C=CC=CC=1. The catalyst is C1COCC1. The product is [Cl:15][C:16]1[CH:17]=[C:18]([CH:32]=[C:33]([O:36][CH:37]2[CH2:42][CH2:41][CH2:40][CH2:39][CH2:38]2)[C:34]=1[O:35][CH:43]1[CH2:48][CH2:47][CH2:46][CH2:45][CH2:44]1)[C:19]([NH:21][C:22]1[CH:23]=[CH:24][C:25]([C:26]([O:28][CH3:29])=[O:27])=[CH:30][CH:31]=1)=[O:20]. The yield is 1.00. (3) The reactants are C[O:2][C:3](=[O:41])[CH2:4][O:5][CH2:6][C:7]1[CH:12]=[CH:11][C:10]([C:13]([C:18]2[CH:23]=[CH:22][C:21]([O:24][CH2:25][CH:26]([O:31][Si](C(C)(C)C)(C)C)[C:27]([CH3:30])([CH3:29])[CH3:28])=[C:20]([CH3:39])[CH:19]=2)([CH2:16][CH3:17])[CH2:14][CH3:15])=[CH:9][C:8]=1[CH3:40].C1COCC1.CCCC[N+](CCCC)(CCCC)CCCC.[F-].[OH-].[Na+]. The catalyst is O. The product is [CH2:14]([C:13]([C:10]1[CH:11]=[CH:12][C:7]([CH2:6][O:5][CH2:4][C:3]([OH:41])=[O:2])=[C:8]([CH3:40])[CH:9]=1)([C:18]1[CH:23]=[CH:22][C:21]([O:24][CH2:25][CH:26]([OH:31])[C:27]([CH3:29])([CH3:30])[CH3:28])=[C:20]([CH3:39])[CH:19]=1)[CH2:16][CH3:17])[CH3:15]. The yield is 0.600. (4) The reactants are [CH2:1]([N:8]1[C:12](=[O:13])[N:11]([C:14]2[CH:15]=[N:16][N:17]([CH2:19][C:20]3[C:21]([CH3:26])=[N:22][O:23][C:24]=3[CH3:25])[CH:18]=2)[C:10](=[O:27])[NH:9]1)[C:2]1[CH:7]=[CH:6][CH:5]=[CH:4][CH:3]=1.[CH3:28][O:29][CH2:30][CH2:31]Br. No catalyst specified. The product is [CH2:1]([N:8]1[C:12](=[O:13])[N:11]([C:14]2[CH:15]=[N:16][N:17]([CH2:19][C:20]3[C:21]([CH3:26])=[N:22][O:23][C:24]=3[CH3:25])[CH:18]=2)[C:10](=[O:27])[N:9]1[CH2:31][CH2:30][O:29][CH3:28])[C:2]1[CH:3]=[CH:4][CH:5]=[CH:6][CH:7]=1. The yield is 0.200. (5) The reactants are Cl.C([O:9][CH2:10][CH2:11][O:12][C:13]1[CH:18]=[CH:17][N:16]=[C:15]([N:19]2[CH2:24][CH2:23][N:22]([C:25]3[CH:30]=[CH:29][C:28]([N+:31]([O-:33])=[O:32])=[CH:27][CH:26]=3)[CH2:21][CH2:20]2)[CH:14]=1)C1C=CC=CC=1. The catalyst is C(O)(C(F)(F)F)=O. The product is [N+:31]([C:28]1[CH:29]=[CH:30][C:25]([N:22]2[CH2:21][CH2:20][N:19]([C:15]3[CH:14]=[C:13]([O:12][CH2:11][CH2:10][OH:9])[CH:18]=[CH:17][N:16]=3)[CH2:24][CH2:23]2)=[CH:26][CH:27]=1)([O-:33])=[O:32]. The yield is 0.840. (6) The yield is 0.800. The product is [OH:1][C:2]1[CH:9]=[CH:8][C:5]([CH:6]=[CH:21][C:19]([O:18][CH2:16][CH3:17])=[O:20])=[CH:4][C:3]=1[O:10][CH2:11][CH2:12][CH2:13][O:14][CH3:15]. The catalyst is O1CCCC1. The reactants are [OH:1][C:2]1[CH:9]=[CH:8][C:5]([CH:6]=O)=[CH:4][C:3]=1[O:10][CH2:11][CH2:12][CH2:13][O:14][CH3:15].[CH2:16]([O:18][C:19]([CH:21]=P(C1C=CC=CC=1)(C1C=CC=CC=1)C1C=CC=CC=1)=[O:20])[CH3:17]. (7) The reactants are C(Cl)CCl.C1C=CC2N(O)N=NC=2C=1.[NH2:15][C:16]1[CH:21]=[CH:20][C:19]([CH3:22])=[CH:18][CH:17]=1.[C:23]([CH2:31][CH2:32][C:33](O)=[O:34])(=[O:30])[C:24]1[CH:29]=[CH:28][CH:27]=[CH:26][CH:25]=1.C(N(CC)CC)C. The catalyst is O1CCOCC1. The product is [O:30]=[C:23]([C:24]1[CH:29]=[CH:28][CH:27]=[CH:26][CH:25]=1)[CH2:31][CH2:32][C:33]([NH:15][C:16]1[CH:21]=[CH:20][C:19]([CH3:22])=[CH:18][CH:17]=1)=[O:34]. The yield is 0.780. (8) The reactants are [N:1]1[C:2]([CH2:10][N:11]([CH3:17])[CH2:12][C:13]([O:15][CH3:16])=[O:14])=[CH:3][N:4]2[CH:9]=[CH:8][CH:7]=[CH:6][C:5]=12.[I:18]N1C(=O)CCC1=O.O. The catalyst is C(#N)C. The product is [I:18][C:3]1[N:4]2[CH:9]=[CH:8][CH:7]=[CH:6][C:5]2=[N:1][C:2]=1[CH2:10][N:11]([CH3:17])[CH2:12][C:13]([O:15][CH3:16])=[O:14]. The yield is 0.460. (9) The reactants are [Cl:1][C:2]1[CH:3]=[C:4]2[C:9](=[C:10]([S:12][CH3:13])[CH:11]=1)[O:8][CH:7]([C:14]([F:17])([F:16])[F:15])[C:6]([C:18]([O:20]CC)=[O:19])=[CH:5]2.[OH-].[Na+]. The catalyst is C1COCC1.CCO.O. The product is [Cl:1][C:2]1[CH:3]=[C:4]2[C:9](=[C:10]([S:12][CH3:13])[CH:11]=1)[O:8][CH:7]([C:14]([F:17])([F:16])[F:15])[C:6]([C:18]([OH:20])=[O:19])=[CH:5]2. The yield is 0.710.